This data is from Reaction yield outcomes from USPTO patents with 853,638 reactions. The task is: Predict the reaction yield, written as a fraction of the theoretical maximum amount of product (1.0 means a 100% yield; for example, 0.34 means a 34% yield). (1) The reactants are Cl.C[CH:3]1[NH:8][CH2:7][CH2:6][N:5]([C:9]2[CH:14]=[CH:13][CH:12]=[CH:11][CH:10]=2)[CH2:4]1.Cl[C:16]1[C:25]2[C:20](=[CH:21][C:22]([O:28][CH3:29])=[C:23]([O:26][CH3:27])[CH:24]=2)[N:19]=[C:18]([CH:30]2[CH2:32][CH2:31]2)[N:17]=1.[C:33]([O-])([O-])=O.[K+].[K+]. The catalyst is CN(C=O)C.O. The product is [CH:30]1([C:18]2[N:17]=[C:16]([N:8]3[CH2:7][CH2:6][N:5]([C:9]4[CH:10]=[CH:11][CH:12]=[CH:13][CH:14]=4)[CH:4]([CH3:33])[CH2:3]3)[C:25]3[C:20](=[CH:21][C:22]([O:28][CH3:29])=[C:23]([O:26][CH3:27])[CH:24]=3)[N:19]=2)[CH2:32][CH2:31]1. The yield is 0.150. (2) The reactants are [Br:1][CH:2]([CH:5]=O)[CH:3]=O.[CH3:7][O:8][C:9]1[CH:10]=[C:11]([CH:13]=[CH:14][CH:15]=1)[NH2:12].Cl. The catalyst is C(O)C. The product is [Br:1][C:2]1[CH:3]=[N:12][C:11]2[C:13]([CH:5]=1)=[CH:14][CH:15]=[C:9]([O:8][CH3:7])[CH:10]=2. The yield is 0.0380.